Dataset: Full USPTO retrosynthesis dataset with 1.9M reactions from patents (1976-2016). Task: Predict the reactants needed to synthesize the given product. (1) The reactants are: C(OP([CH2:9][C:10]#[N:11])(=O)OCC)C.[H-].[Na+].[Br:14][C:15]1[CH:16]=[CH:17][CH:18]=[C:19]2[C:24]=1[NH:23][CH2:22][CH2:21][C:20]2=O.[NH4+].[Cl-]. Given the product [Br:14][C:15]1[CH:16]=[CH:17][CH:18]=[C:19]2[C:24]=1[NH:23][CH2:22][CH2:21][C:20]2=[CH:9][C:10]#[N:11], predict the reactants needed to synthesize it. (2) Given the product [CH:20]([CH:16]1[NH:17][CH2:18][CH2:19][N:14]([C:12]2[N:11]=[CH:10][N:9]=[C:8]([NH:5][CH2:4][CH2:3][N:2]([CH3:6])[CH3:1])[CH:13]=2)[CH2:15]1)([CH3:22])[CH3:21], predict the reactants needed to synthesize it. The reactants are: [CH3:1][N:2]([CH3:6])[CH2:3][CH2:4][NH2:5].Cl[C:8]1[CH:13]=[C:12]([N:14]2[CH2:19][CH2:18][NH:17][CH:16]([CH:20]([CH3:22])[CH3:21])[CH2:15]2)[N:11]=[CH:10][N:9]=1. (3) Given the product [F:28][C:29]1[C:34]([C:2]2[C:3]([N:22]3[CH2:26][CH2:25][C@@H:24]([OH:27])[CH2:23]3)=[N:4][CH:5]=[C:6]([C:7]([NH:9][C:10]3[CH:15]=[CH:14][C:13]([O:16][C:17]([F:20])([F:19])[F:18])=[CH:12][CH:11]=3)=[O:8])[CH:21]=2)=[CH:33][C:32]([F:44])=[CH:31][N:30]=1, predict the reactants needed to synthesize it. The reactants are: Br[C:2]1[C:3]([N:22]2[CH2:26][CH2:25][C@@H:24]([OH:27])[CH2:23]2)=[N:4][CH:5]=[C:6]([CH:21]=1)[C:7]([NH:9][C:10]1[CH:15]=[CH:14][C:13]([O:16][C:17]([F:20])([F:19])[F:18])=[CH:12][CH:11]=1)=[O:8].[F:28][C:29]1[C:34](B2OC(C)(C)C(C)(C)O2)=[CH:33][C:32]([F:44])=[CH:31][N:30]=1. (4) Given the product [CH2:1]([N:3]([CH2:46][CH2:45][NH:44][C:42]([O:41][CH2:34][C:35]1[CH:40]=[CH:39][CH:38]=[CH:37][CH:36]=1)=[O:43])[S:4]([C:7]([F:31])([F:30])[C:8]([F:28])([F:29])[C:9]([F:26])([F:27])[C:10]([F:24])([F:25])[C:11]([F:22])([F:23])[C:12]([F:20])([F:21])[C:13]([F:18])([F:19])[C:14]([F:17])([F:16])[F:15])(=[O:6])=[O:5])[CH3:2], predict the reactants needed to synthesize it. The reactants are: [CH2:1]([NH:3][S:4]([C:7]([F:31])([F:30])[C:8]([F:29])([F:28])[C:9]([F:27])([F:26])[C:10]([F:25])([F:24])[C:11]([F:23])([F:22])[C:12]([F:21])([F:20])[C:13]([F:19])([F:18])[C:14]([F:17])([F:16])[F:15])(=[O:6])=[O:5])[CH3:2].[H-].[Na+].[CH2:34]([O:41][C:42]([N:44]1[CH2:46][CH2:45]1)=[O:43])[C:35]1[CH:40]=[CH:39][CH:38]=[CH:37][CH:36]=1. (5) Given the product [CH2:1]([O:8][C:9]1[CH:14]=[CH:13][C:12]([N+:15]([O-:17])=[O:16])=[C:11]([S:19][C:20]2[CH:25]=[CH:24][C:23]([OH:26])=[CH:22][CH:21]=2)[CH:10]=1)[C:2]1[CH:7]=[CH:6][CH:5]=[CH:4][CH:3]=1, predict the reactants needed to synthesize it. The reactants are: [CH2:1]([O:8][C:9]1[CH:14]=[CH:13][C:12]([N+:15]([O-:17])=[O:16])=[C:11](F)[CH:10]=1)[C:2]1[CH:7]=[CH:6][CH:5]=[CH:4][CH:3]=1.[SH:19][C:20]1[CH:25]=[CH:24][C:23]([OH:26])=[CH:22][CH:21]=1.C(=O)([O-])[O-].[Cs+].[Cs+].O. (6) Given the product [Cl:1][C:2]1[C:7]([NH:8][S:9]([CH3:12])(=[O:11])=[O:10])=[CH:6][C:5]([C:13]2[CH:21]=[C:20]3[C:16]([CH:17]=[N:18][NH:19]3)=[C:15]([C:32]3[O:33][C:34]([CH3:37])=[N:35][N:36]=3)[CH:14]=2)=[CH:4][N:3]=1, predict the reactants needed to synthesize it. The reactants are: [Cl:1][C:2]1[C:7]([NH:8][S:9]([CH3:12])(=[O:11])=[O:10])=[CH:6][C:5]([C:13]2[CH:21]=[C:20]3[C:16]([CH:17]=[N:18][N:19]3S(C3C=CC(C)=CC=3)(=O)=O)=[C:15]([C:32]3[O:33][C:34]([CH3:37])=[N:35][N:36]=3)[CH:14]=2)=[CH:4][N:3]=1.[OH-].[Na+].